Predict the reaction yield, written as a fraction of the theoretical maximum amount of product (1.0 means a 100% yield; for example, 0.34 means a 34% yield). From a dataset of Reaction yield outcomes from USPTO patents with 853,638 reactions. (1) No catalyst specified. The product is [Br:1][C:2]1[C:3]([O:14][C:15]2[CH:16]=[CH:17][C:18]([F:21])=[CH:19][CH:20]=2)=[N:4][CH2:5][C:6]([CH2:26][CH3:27])([NH2:11])[C:7]=1[NH2:8]. The reactants are [Br:1][C:2]1[C:3]([O:14][C:15]2[CH:20]=[CH:19][C:18]([F:21])=[CH:17][CH:16]=2)=[N:4][CH:5]=[C:6]([N+:11]([O-])=O)[C:7]=1[NH:8]CC.Cl.Cl[Sn]Cl.[CH3:26][CH2:27]O. The yield is 0.910. (2) The reactants are C([O:3][C:4]([C:6]1([NH:15][C:16](=[O:25])[C:17]2[CH:22]=[CH:21][C:20]([CH3:23])=[CH:19][C:18]=2[Br:24])[CH2:14][C:13]2[C:8](=[CH:9][CH:10]=[CH:11][CH:12]=2)[CH2:7]1)=[O:5])C.[OH-].[K+].O. The catalyst is CCO. The product is [Br:24][C:18]1[CH:19]=[C:20]([CH3:23])[CH:21]=[CH:22][C:17]=1[C:16]([NH:15][C:6]1([C:4]([OH:5])=[O:3])[CH2:14][C:13]2[C:8](=[CH:9][CH:10]=[CH:11][CH:12]=2)[CH2:7]1)=[O:25]. The yield is 1.00.